Predict the reactants needed to synthesize the given product. From a dataset of Full USPTO retrosynthesis dataset with 1.9M reactions from patents (1976-2016). (1) The reactants are: I[C:2]1[CH:23]=[CH:22][C:5]([O:6][C:7]2[CH:21]=[CH:20][C:10]([O:11][CH:12]3[CH:17]4[CH2:18][CH2:19][N:14]([CH2:15][CH2:16]4)[CH2:13]3)=[CH:9][CH:8]=2)=[CH:4][CH:3]=1.[C:24]([O:28][C:29]([CH3:32])([CH3:31])[CH3:30])(=[O:27])[NH:25][NH2:26].C([O-])([O-])=O.[Cs+].[Cs+]. Given the product [C:29]([O:28][C:24]([N:25]([C:2]1[CH:23]=[CH:22][C:5]([O:6][C:7]2[CH:21]=[CH:20][C:10]([O:11][CH:12]3[CH:17]4[CH2:18][CH2:19][N:14]([CH2:15][CH2:16]4)[CH2:13]3)=[CH:9][CH:8]=2)=[CH:4][CH:3]=1)[NH2:26])=[O:27])([CH3:32])([CH3:31])[CH3:30], predict the reactants needed to synthesize it. (2) The reactants are: [Br:1][C:2]1[C:3](Cl)=[N:4][C:5]([NH2:17])=[N:6][C:7]=1[C:8]1[CH:13]=[C:12]([Cl:14])[CH:11]=[CH:10][C:9]=1[O:15][CH3:16].[NH:19]1[C:27]2[C:22](=[CH:23][CH:24]=[C:25]([NH2:28])[CH:26]=2)[CH:21]=[N:20]1. Given the product [Br:1][C:2]1[C:3]([NH:28][C:25]2[CH:26]=[C:27]3[C:22]([CH:21]=[N:20][NH:19]3)=[CH:23][CH:24]=2)=[N:4][C:5]([NH2:17])=[N:6][C:7]=1[C:8]1[CH:13]=[C:12]([Cl:14])[CH:11]=[CH:10][C:9]=1[O:15][CH3:16], predict the reactants needed to synthesize it. (3) Given the product [CH3:31][C:8]1([CH3:30])[C:5]2=[N:6][CH:7]=[C:2]([N:32]3[CH2:37][CH2:36][O:35][CH2:34][CH2:33]3)[CH:3]=[C:4]2[N:10]([C:11]2[C:20]3[C:15](=[CH:16][C:17]([F:21])=[CH:18][CH:19]=3)[N:14]=[C:13]([C:22]3[C:23]([CH3:28])=[N:24][CH:25]=[CH:26][CH:27]=3)[C:12]=2[CH3:29])[CH2:9]1, predict the reactants needed to synthesize it. The reactants are: Br[C:2]1[CH:3]=[C:4]2[N:10]([C:11]3[C:20]4[C:15](=[CH:16][C:17]([F:21])=[CH:18][CH:19]=4)[N:14]=[C:13]([C:22]4[C:23]([CH3:28])=[N:24][CH:25]=[CH:26][CH:27]=4)[C:12]=3[CH3:29])[CH2:9][C:8]([CH3:31])([CH3:30])[C:5]2=[N:6][CH:7]=1.[NH:32]1[CH2:37][CH2:36][O:35][CH2:34][CH2:33]1.CC(C)([O-])C.[Na+].CC(C1C=C(C(C)C)C(C2C=CC=CC=2P(C2CCCCC2)C2CCCCC2)=C(C(C)C)C=1)C. (4) Given the product [NH:10]1[C:4]2[C:3](=[CH:2][CH:7]=[CH:6][CH:5]=2)[CH:13]=[CH:12]1, predict the reactants needed to synthesize it. The reactants are: Cl[C:2]1[CH:3]=[C:4]([NH:10]N)[CH:5]=[CH:6][C:7]=1OC.[C:12](OCC)(=O)[CH2:13]CC(C)=O.